This data is from Catalyst prediction with 721,799 reactions and 888 catalyst types from USPTO. The task is: Predict which catalyst facilitates the given reaction. Reactant: O[CH:2]=[C:3]1[C:11]2[C:6](=[CH:7][C:8]([C:12]([C:14]3[CH:15]=[C:16]([NH:20][C:21]([C:23]4[C:24]([CH3:30])=[N:25][N:26]([CH3:29])[C:27]=4[Cl:28])=[O:22])[CH:17]=[CH:18][CH:19]=3)=[O:13])=[CH:9][CH:10]=2)[NH:5][C:4]1=[O:31].[CH3:32][N:33]1[CH2:38][CH2:37][N:36]([C:39]2[CH:44]=[CH:43][C:42]([NH2:45])=[CH:41][CH:40]=2)[CH2:35][CH2:34]1. Product: [CH3:32][N:33]1[CH2:34][CH2:35][N:36]([C:39]2[CH:44]=[CH:43][C:42]([NH:45][CH:2]=[C:3]3[C:11]4[C:6](=[CH:7][C:8]([C:12]([C:14]5[CH:15]=[C:16]([NH:20][C:21]([C:23]6[C:24]([CH3:30])=[N:25][N:26]([CH3:29])[C:27]=6[Cl:28])=[O:22])[CH:17]=[CH:18][CH:19]=5)=[O:13])=[CH:9][CH:10]=4)[NH:5][C:4]3=[O:31])=[CH:41][CH:40]=2)[CH2:37][CH2:38]1. The catalyst class is: 1.